Task: Predict the product of the given reaction.. Dataset: Forward reaction prediction with 1.9M reactions from USPTO patents (1976-2016) The product is: [CH3:1][C:2]1([CH3:18])[CH:7]2[CH2:8][CH:3]1[CH2:4][CH2:5][CH:6]2[CH2:9][CH2:10][N:11]1[CH2:16][CH2:15][C:14]([NH:23][C:22]2[CH:24]=[CH:25][CH:26]=[C:20]([F:19])[CH:21]=2)([C:31]#[N:32])[CH2:13][CH2:12]1. Given the reactants [CH3:1][C:2]1([CH3:18])[CH:7]2[CH2:8][CH:3]1[CH2:4][CH2:5][CH:6]2[CH2:9][CH2:10][N:11]1[CH2:16][CH2:15][C:14](=O)[CH2:13][CH2:12]1.[F:19][C:20]1[CH:21]=[C:22]([CH:24]=[CH:25][CH:26]=1)[NH2:23].C[Si]([C:31]#[N:32])(C)C.N, predict the reaction product.